This data is from Forward reaction prediction with 1.9M reactions from USPTO patents (1976-2016). The task is: Predict the product of the given reaction. Given the reactants [Cl:1][C:2]1[CH:34]=[CH:33][CH:32]=[C:31]([F:35])[C:3]=1[CH2:4][N:5]1[C:13]2[C:12](=[O:14])[N:11]([CH2:15][CH2:16][C:17]([O:19]C)=[O:18])[C:10](=[O:21])[N:9]([CH:22]([CH3:24])[CH3:23])[C:8]=2[N:7]=[C:6]1[N:25]1[CH2:30][CH2:29][CH2:28][CH2:27][CH2:26]1.O.[Li+].[OH-], predict the reaction product. The product is: [Cl:1][C:2]1[CH:34]=[CH:33][CH:32]=[C:31]([F:35])[C:3]=1[CH2:4][N:5]1[C:13]2[C:12](=[O:14])[N:11]([CH2:15][CH2:16][C:17]([OH:19])=[O:18])[C:10](=[O:21])[N:9]([CH:22]([CH3:24])[CH3:23])[C:8]=2[N:7]=[C:6]1[N:25]1[CH2:30][CH2:29][CH2:28][CH2:27][CH2:26]1.